Dataset: Full USPTO retrosynthesis dataset with 1.9M reactions from patents (1976-2016). Task: Predict the reactants needed to synthesize the given product. (1) Given the product [Cl:1][C:2]1[CH:10]=[CH:9][CH:8]=[C:7]2[C:3]=1[C:4](=[O:22])[C:5](=[O:21])[N:6]2[CH:11]([CH2:15][CH:16]1[CH2:20][CH2:19][CH2:18][CH2:17]1)[C:12]([NH:28][C:24]1[S:23][CH:27]=[CH:26][N:25]=1)=[O:13], predict the reactants needed to synthesize it. The reactants are: [Cl:1][C:2]1[CH:10]=[CH:9][CH:8]=[C:7]2[C:3]=1[C:4](=[O:22])[C:5](=[O:21])[N:6]2[CH:11]([CH2:15][CH:16]1[CH2:20][CH2:19][CH2:18][CH2:17]1)[C:12](O)=[O:13].[S:23]1[CH:27]=[CH:26][N:25]=[C:24]1[NH2:28].C(N(CC)C(C)C)(C)C.F[P-](F)(F)(F)(F)F.N1(O[P+](N(C)C)(N(C)C)N(C)C)C2C=CC=CC=2N=N1. (2) Given the product [Cl:1][C:2]1[C:44]([F:45])=[CH:43][CH:42]=[CH:41][C:3]=1[CH2:4][NH:5][C:6](=[O:40])[N:7]([CH:9]([CH2:25][O:26][CH2:27][CH:28]([OH:39])[CH2:29][O:30][P:31]([OH:36])([OH:33])=[O:32])[CH2:10][O:11][C:12](=[O:24])[NH:13][C:14]1[N:15]=[CH:16][C:17]2[C:22]([CH:23]=1)=[CH:21][CH:20]=[CH:19][CH:18]=2)[CH3:8], predict the reactants needed to synthesize it. The reactants are: [Cl:1][C:2]1[C:44]([F:45])=[CH:43][CH:42]=[CH:41][C:3]=1[CH2:4][NH:5][C:6](=[O:40])[N:7]([CH:9]([CH2:25][O:26][CH2:27][CH:28]([OH:39])[CH2:29][O:30][P:31]([O:36]CC)([O:33]CC)=[O:32])[CH2:10][O:11][C:12](=[O:24])[NH:13][C:14]1[N:15]=[CH:16][C:17]2[C:22]([CH:23]=1)=[CH:21][CH:20]=[CH:19][CH:18]=2)[CH3:8].[Si](I)(C)(C)C. (3) Given the product [Cl:22][C:23]1[CH:33]=[CH:32][C:31]([S:34](=[O:40])(=[O:39])[NH:35][CH:36]2[CH2:38][CH2:37]2)=[CH:30][C:24]=1[C:25]([NH:27][C:28]([N:13]([C:5]1[CH:6]=[CH:7][C:8]([C:9]([O:11][CH3:12])=[O:10])=[C:3]([O:2][CH3:1])[CH:4]=1)[NH:14][C:15]([O:17][C:18]([CH3:21])([CH3:20])[CH3:19])=[O:16])=[O:29])=[O:26], predict the reactants needed to synthesize it. The reactants are: [CH3:1][O:2][C:3]1[CH:4]=[C:5]([NH:13][NH:14][C:15]([O:17][C:18]([CH3:21])([CH3:20])[CH3:19])=[O:16])[CH:6]=[CH:7][C:8]=1[C:9]([O:11][CH3:12])=[O:10].[Cl:22][C:23]1[CH:33]=[CH:32][C:31]([S:34](=[O:40])(=[O:39])[NH:35][CH:36]2[CH2:38][CH2:37]2)=[CH:30][C:24]=1[C:25]([N:27]=[C:28]=[O:29])=[O:26]. (4) Given the product [CH2:1]([P:3](=[O:20])([O:12][C:13]1[CH:18]=[CH:17][CH:16]=[CH:15][C:14]=1[Cl:19])[O:4][C:5]1[CH:10]=[CH:9][CH:8]=[CH:7][C:6]=1[Cl:11])[CH2:2][CH2:21][CH2:22][CH2:23][CH3:24], predict the reactants needed to synthesize it. The reactants are: [CH2:1]([P:3](=[O:20])([O:12][C:13]1[CH:18]=[CH:17][CH:16]=[CH:15][C:14]=1[Cl:19])[O:4][C:5]1[CH:10]=[CH:9][CH:8]=[CH:7][C:6]=1[Cl:11])[CH3:2].[CH2:21](P(Cl)(Cl)=O)[CH2:22][CH2:23][CH2:24]CC. (5) The reactants are: [CH3:1][N:2]([CH3:41])[CH2:3][CH2:4][N:5]1[C:13](=[O:14])[C:12]2[CH:11]=[C:10]3[NH:15][C:16]([C:18]4[C:19](=[O:38])[NH:20][CH:21]=[CH:22][C:23]=4[NH:24][CH:25]([CH3:37])[CH2:26][C:27]4[C:32]([F:33])=[C:31]([F:34])[CH:30]=[C:29]([F:35])[C:28]=4[F:36])=[N:17][C:9]3=[C:8]([CH3:39])[C:7]=2[C:6]1=O. Given the product [CH3:41][N:2]([CH3:1])[CH2:3][CH2:4][N:5]1[CH2:6][C:7]2[C:8]([CH3:39])=[C:9]3[N:17]=[C:16]([C:18]4[C:19](=[O:38])[NH:20][CH:21]=[CH:22][C:23]=4[NH:24][CH:25]([CH3:37])[CH2:26][C:27]4[C:28]([F:36])=[C:29]([F:35])[CH:30]=[C:31]([F:34])[C:32]=4[F:33])[NH:15][C:10]3=[CH:11][C:12]=2[C:13]1=[O:14], predict the reactants needed to synthesize it. (6) Given the product [Cl:19][C:16]1[CH:17]=[CH:18][C:13]([N:10]2[C:4]3[N:5]=[C:6]([C:8]#[N:9])[N:7]=[C:2]([N:20]4[CH2:27][CH2:26][CH2:25][C@H:21]4[C:22]([NH2:24])=[O:23])[C:3]=3[CH2:12][CH2:11]2)=[CH:14][CH:15]=1, predict the reactants needed to synthesize it. The reactants are: Cl[C:2]1[C:3]2[CH2:12][CH2:11][N:10]([C:13]3[CH:18]=[CH:17][C:16]([Cl:19])=[CH:15][CH:14]=3)[C:4]=2[N:5]=[C:6]([C:8]#[N:9])[N:7]=1.[NH:20]1[CH2:27][CH2:26][CH2:25][C@H:21]1[C:22]([NH2:24])=[O:23].C(N(CC)C(C)C)(C)C. (7) Given the product [C:1]([NH:9][C:10]1[CH:11]=[CH:12][C:13]([C:14]([OH:16])=[O:15])=[CH:18][CH:19]=1)(=[O:8])[C:2]1[CH:3]=[CH:4][CH:5]=[CH:6][CH:7]=1, predict the reactants needed to synthesize it. The reactants are: [C:1]([NH:9][C:10]1[CH:19]=[CH:18][C:13]([C:14]([O:16]C)=[O:15])=[CH:12][CH:11]=1)(=[O:8])[C:2]1[CH:7]=[CH:6][CH:5]=[CH:4][CH:3]=1.O[Li].O.Cl. (8) Given the product [NH:14]1[CH2:13][CH2:12][CH:11]([C:7]2[CH:8]=[C:9]3[C:4](=[CH:5][CH:6]=2)[NH:3][C:2](=[O:1])[CH2:10]3)[CH2:16][CH2:15]1, predict the reactants needed to synthesize it. The reactants are: [O:1]=[C:2]1[CH2:10][C:9]2[C:4](=[CH:5][CH:6]=[C:7]([CH:11]3[CH2:16][CH2:15][N:14](C(OC(C)(C)C)=O)[CH2:13][CH2:12]3)[CH:8]=2)[NH:3]1. (9) Given the product [O:3]1[C:7]2[CH:8]=[CH:9][CH:10]=[C:11]([CH:12]3[CH2:17][CH2:16][N:15]([CH2:18][CH2:19][C@H:20]4[CH2:21][CH2:22][C@H:23]([NH:26][C:30](=[O:31])[CH:29]([OH:33])[C:28]([F:35])([F:34])[F:27])[CH2:24][CH2:25]4)[CH2:14][CH2:13]3)[C:6]=2[CH2:5][CH2:4]1, predict the reactants needed to synthesize it. The reactants are: Cl.Cl.[O:3]1[C:7]2[CH:8]=[CH:9][CH:10]=[C:11]([CH:12]3[CH2:17][CH2:16][N:15]([CH2:18][CH2:19][C@H:20]4[CH2:25][CH2:24][C@H:23]([NH2:26])[CH2:22][CH2:21]4)[CH2:14][CH2:13]3)[C:6]=2[CH2:5][CH2:4]1.[F:27][C:28]([F:35])([F:34])[CH:29]([OH:33])[C:30](O)=[O:31]. (10) Given the product [C:1]([O:5][C@@H:6]([C:11]1[C:36]([CH3:37])=[CH:35][C:14]2[N:15]=[C:16]([C:18]3[N:23]=[C:22]4[C:24]([N:28]5[CH2:29][CH2:30][N:31]([CH3:34])[CH2:32][CH2:33]5)=[N:25][N:26]([CH3:27])[C:21]4=[CH:20][CH:19]=3)[S:17][C:13]=2[C:12]=1[C:38]1[CH:39]=[CH:40][C:41]([Cl:44])=[CH:42][CH:43]=1)[C:7]([OH:9])=[O:8])([CH3:4])([CH3:2])[CH3:3], predict the reactants needed to synthesize it. The reactants are: [C:1]([O:5][C@@H:6]([C:11]1[C:36]([CH3:37])=[CH:35][C:14]2[N:15]=[C:16]([C:18]3[N:23]=[C:22]4[C:24]([N:28]5[CH2:33][CH2:32][N:31]([CH3:34])[CH2:30][CH2:29]5)=[N:25][N:26]([CH3:27])[C:21]4=[CH:20][CH:19]=3)[S:17][C:13]=2[C:12]=1[C:38]1[CH:43]=[CH:42][C:41]([Cl:44])=[CH:40][CH:39]=1)[C:7]([O:9]C)=[O:8])([CH3:4])([CH3:3])[CH3:2].[OH-].[Na+].